From a dataset of HIV replication inhibition screening data with 41,000+ compounds from the AIDS Antiviral Screen. Binary Classification. Given a drug SMILES string, predict its activity (active/inactive) in a high-throughput screening assay against a specified biological target. (1) The compound is Cl.NC12CCC(CC1=O)C2. The result is 0 (inactive). (2) The drug is O=S1Nc2c(Cl)cc(Cl)c(Cl)c2S1. The result is 0 (inactive). (3) The compound is Cn1cc2c(c1-c1ccccc1)[n+](=O)[c-]1cccc[c-]1[n+]2=O. The result is 0 (inactive). (4) The molecule is CC1(C)OP23(NC(=O)OC2(C(F)(F)F)c2ccccc2O3)OC1(C)C. The result is 0 (inactive). (5) The drug is O=C1OC(C2Cc3ccc4ccccc4c3C2=O)c2ccccc21. The result is 0 (inactive). (6) The drug is C1=CC=CC2OC2C=C1. The result is 0 (inactive).